This data is from Forward reaction prediction with 1.9M reactions from USPTO patents (1976-2016). The task is: Predict the product of the given reaction. (1) Given the reactants [CH:1]1([C:7](=[O:19])[C:8]([CH3:18])([C:12]2[CH:17]=[CH:16][CH:15]=[CH:14][CH:13]=2)[CH2:9][CH:10]=O)[CH2:6][CH2:5][CH2:4][CH2:3][CH2:2]1.Cl.[CH3:21][O:22][C:23]1[CH:28]=[CH:27][CH:26]=[CH:25][C:24]=1[N:29]1[CH2:34][CH2:33][NH:32][CH2:31][CH2:30]1.[BH-](OC(C)=O)(OC(C)=O)OC(C)=O.[Na+].Cl, predict the reaction product. The product is: [CH3:21][O:22][C:23]1[CH:28]=[CH:27][CH:26]=[CH:25][C:24]=1[N:29]1[CH2:34][CH2:33][N:32]([CH2:10][CH2:9][C:8]([C:7]([CH:1]2[CH2:6][CH2:5][CH2:4][CH2:3][CH2:2]2)=[O:19])([C:12]2[CH:17]=[CH:16][CH:15]=[CH:14][CH:13]=2)[CH3:18])[CH2:31][CH2:30]1. (2) Given the reactants [F:1][C:2]1[CH:3]=[CH:4][C:5]([NH:9][C:10]([C:12]2[C:17]([NH:18][C:19]3[CH:20]=[N:21][CH:22]=[CH:23][CH:24]=3)=[CH:16][CH:15]=[C:14]([CH3:25])[N:13]=2)=[O:11])=[N:6][C:7]=1[CH3:8].Br[C:27]1C=NC=CC=1C, predict the reaction product. The product is: [F:1][C:2]1[CH:3]=[CH:4][C:5]([NH:9][C:10]([C:12]2[C:17]([NH:18][C:19]3[CH:20]=[N:21][CH:22]=[CH:23][C:24]=3[CH3:27])=[CH:16][CH:15]=[C:14]([CH3:25])[N:13]=2)=[O:11])=[N:6][C:7]=1[CH3:8]. (3) Given the reactants Br[C:2]1[CH:3]=[CH:4][C:5]([C:8]([O:10][CH3:11])=[O:9])=[N:6][CH:7]=1.C1COCC1.C(N(CC)CC)C.[CH:24]1([C:27]#[CH:28])[CH2:26][CH2:25]1, predict the reaction product. The product is: [CH:24]1([C:27]#[C:28][C:2]2[CH:3]=[CH:4][C:5]([C:8]([O:10][CH3:11])=[O:9])=[N:6][CH:7]=2)[CH2:26][CH2:25]1. (4) Given the reactants Br[C:2]1[CH:7]=[CH:6][C:5]([CH:8]([NH:10][C:11](=[O:17])[O:12][C:13]([CH3:16])([CH3:15])[CH3:14])[CH3:9])=[CH:4][CH:3]=1.[C:26](O[C:26]([O:28][C:29]([CH3:32])([CH3:31])[CH3:30])=[O:27])([O:28][C:29]([CH3:32])([CH3:31])[CH3:30])=[O:27].[CH3:33][CH2:34][CH2:35][CH2:36][CH2:37][CH3:38], predict the reaction product. The product is: [C:2]1([C:35]2[CH:34]=[CH:33][CH:38]=[CH:37][CH:36]=2)[CH:7]=[CH:6][C:5]([CH:8]([N:10]([C:26]([O:28][C:29]([CH3:30])([CH3:31])[CH3:32])=[O:27])[C:11]([O:12][C:13]([CH3:16])([CH3:15])[CH3:14])=[O:17])[CH3:9])=[CH:4][CH:3]=1. (5) Given the reactants [N+:1]([C:4]1[CH:5]=[C:6]2[C:10](=[CH:11][CH:12]=1)[N:9]([CH2:13][C:14]([NH:16][C@H:17]([C:25]([O:27]CC)=[O:26])[CH2:18][C:19]1[CH:24]=[CH:23][CH:22]=[CH:21][CH:20]=1)=[O:15])[CH:8]=[CH:7]2)([O-])=O.[C:30]([C:34]1[CH:39]=[CH:38][C:37]([S:40](Cl)(=[O:42])=[O:41])=[CH:36][CH:35]=1)([CH3:33])([CH3:32])[CH3:31], predict the reaction product. The product is: [C:30]([C:34]1[CH:39]=[CH:38][C:37]([S:40]([NH:1][C:4]2[CH:5]=[C:6]3[C:10](=[CH:11][CH:12]=2)[N:9]([CH2:13][C:14]([NH:16][C@H:17]([C:25]([OH:27])=[O:26])[CH2:18][C:19]2[CH:24]=[CH:23][CH:22]=[CH:21][CH:20]=2)=[O:15])[CH:8]=[CH:7]3)(=[O:42])=[O:41])=[CH:36][CH:35]=1)([CH3:33])([CH3:31])[CH3:32].